Dataset: Full USPTO retrosynthesis dataset with 1.9M reactions from patents (1976-2016). Task: Predict the reactants needed to synthesize the given product. Given the product [Cl:1][C:2]1[CH:18]=[CH:17][C:5]2[CH2:6][CH2:7][N:8]([C:11](=[O:16])[C:12]([F:15])([F:14])[F:13])[CH2:9][CH2:10][C:4]=2[C:3]=1[NH:38][CH2:37][C:36]1[CH:35]=[CH:34][C:33]([C:28]2([CH3:27])[O:29][CH2:30][CH2:31][O:32]2)=[CH:40][CH:39]=1, predict the reactants needed to synthesize it. The reactants are: [Cl:1][C:2]1[CH:18]=[CH:17][C:5]2[CH2:6][CH2:7][N:8]([C:11](=[O:16])[C:12]([F:15])([F:14])[F:13])[CH2:9][CH2:10][C:4]=2[C:3]=1OS(C(F)(F)F)(=O)=O.[CH3:27][C:28]1([C:33]2[CH:40]=[CH:39][C:36]([CH2:37][NH2:38])=[CH:35][CH:34]=2)[O:32][CH2:31][CH2:30][O:29]1.